Dataset: Reaction yield outcomes from USPTO patents with 853,638 reactions. Task: Predict the reaction yield, written as a fraction of the theoretical maximum amount of product (1.0 means a 100% yield; for example, 0.34 means a 34% yield). (1) The reactants are C[O:2][C:3]1[CH:27]=[CH:26][C:6]2[CH2:7][C@@H:8]([CH2:21][C:22]([O:24][CH3:25])=[O:23])[C:9](=[O:20])[N:10]([CH2:12][CH2:13][C:14]3[CH:19]=[CH:18][CH:17]=[CH:16][CH:15]=3)[CH2:11][C:5]=2[CH:4]=1.B(Br)(Br)Br. The catalyst is C(Cl)Cl. The product is [OH:2][C:3]1[CH:27]=[CH:26][C:6]2[CH2:7][C@@H:8]([CH2:21][C:22]([O:24][CH3:25])=[O:23])[C:9](=[O:20])[N:10]([CH2:12][CH2:13][C:14]3[CH:19]=[CH:18][CH:17]=[CH:16][CH:15]=3)[CH2:11][C:5]=2[CH:4]=1. The yield is 0.810. (2) The yield is 0.790. The catalyst is C(O)C. The product is [F:16][C:15]([F:18])([F:17])[C:14]1[C:8]([C:9]([O:11][CH2:12][CH3:13])=[O:10])=[CH:7][NH:3][N:2]=1. The reactants are O.[NH2:2][NH2:3].C(O[CH:7]=[C:8]([C:14](=O)[C:15]([F:18])([F:17])[F:16])[C:9]([O:11][CH2:12][CH3:13])=[O:10])C. (3) The reactants are Br[C:2]1[CH:3]=[CH:4][C:5]2[N:6]([C:15]3[CH:20]=[CH:19][CH:18]=[CH:17][CH:16]=3)[C:7]3[C:12]([C:13]=2[CH:14]=1)=[CH:11][CH:10]=[CH:9][CH:8]=3.CCCCCC.C([Li])CCC.[B:32](OC)([O:35]C)[O:33]C.Cl. The catalyst is C1COCC1. The product is [C:7]1([N:6]2[C:5]3[CH:13]=[CH:14][C:2]([B:32]([OH:35])[OH:33])=[CH:3][C:4]=3[C:20]3[C:15]2=[CH:16][CH:17]=[CH:18][CH:19]=3)[CH:12]=[CH:11][CH:10]=[CH:9][CH:8]=1. The yield is 0.580.